Dataset: Catalyst prediction with 721,799 reactions and 888 catalyst types from USPTO. Task: Predict which catalyst facilitates the given reaction. Reactant: [Br:1][C:2]1[CH:15]=[CH:14][C:13]2[C:12]3[C:7](=[CH:8][C:9]([Br:16])=[CH:10][CH:11]=3)[C:6]([OH:18])(C)[C:5](O)([CH3:19])[C:4]=2[CH:3]=1.F[C:22](F)(F)C(O)=O. Product: [Br:1][C:2]1[CH:15]=[CH:14][C:13]2[C:12]3[C:7](=[CH:8][C:9]([Br:16])=[CH:10][CH:11]=3)[C:6](=[O:18])[C:5]([CH3:19])([CH3:22])[C:4]=2[CH:3]=1. The catalyst class is: 15.